This data is from Reaction yield outcomes from USPTO patents with 853,638 reactions. The task is: Predict the reaction yield, written as a fraction of the theoretical maximum amount of product (1.0 means a 100% yield; for example, 0.34 means a 34% yield). The reactants are [CH2:1]([O:3][C:4]([CH:6]1[CH2:11][CH2:10][C:9]([C:12]2[C:13]([OH:19])=[N:14][C:15]([CH3:18])=[N:16][CH:17]=2)=[CH:8][CH2:7]1)=[O:5])[CH3:2]. The catalyst is CO.[Pd]. The product is [OH:19][C:13]1[C:12]([CH:9]2[CH2:8][CH2:7][CH:6]([C:4]([O:3][CH2:1][CH3:2])=[O:5])[CH2:11][CH2:10]2)=[CH:17][N:16]=[C:15]([CH3:18])[N:14]=1. The yield is 0.900.